The task is: Predict the reaction yield, written as a fraction of the theoretical maximum amount of product (1.0 means a 100% yield; for example, 0.34 means a 34% yield).. This data is from Reaction yield outcomes from USPTO patents with 853,638 reactions. (1) The reactants are [N:1]1[CH:2]=[C:3]([NH2:10])[N:4]2[C:9]=1[CH:8]=[CH:7][CH:6]=[N:5]2.N1C=CC=CC=1.Cl[C:18]([O:20][C:21]1[CH:26]=[CH:25][CH:24]=[CH:23][CH:22]=1)=[O:19]. The catalyst is CN(C=O)C.CCOC(C)=O. The product is [C:21]1([O:20][C:18](=[O:19])[NH:10][C:3]2[N:4]3[N:5]=[CH:6][CH:7]=[CH:8][C:9]3=[N:1][CH:2]=2)[CH:26]=[CH:25][CH:24]=[CH:23][CH:22]=1. The yield is 0.720. (2) The reactants are C(O[B:5]1[O:9][C:8]([CH3:11])([CH3:10])[C:7]([CH3:13])([CH3:12])[O:6]1)(C)C.C([Li])CCC.[F:19][C:20]1[CH:21]=[C:22]([CH:27]2[CH2:32][CH2:31][O:30][CH2:29][CH2:28]2)[CH:23]=[C:24]([F:26])[CH:25]=1. No catalyst specified. The product is [F:26][C:24]1[CH:23]=[C:22]([CH:27]2[CH2:32][CH2:31][O:30][CH2:29][CH2:28]2)[CH:21]=[C:20]([F:19])[C:25]=1[B:5]1[O:6][C:7]([CH3:12])([CH3:13])[C:8]([CH3:10])([CH3:11])[O:9]1. The yield is 1.00. (3) No catalyst specified. The reactants are [C:1]1([CH:7]2[CH2:9][CH:8]2[C:10]([OH:12])=O)[CH:6]=[CH:5][CH:4]=[CH:3][CH:2]=1.[Cl:13][C:14]1[CH:15]=[CH:16][C:17]([O:21][CH3:22])=[C:18]([CH:20]=1)[NH2:19]. The yield is 0.880. The product is [Cl:13][C:14]1[CH:15]=[CH:16][C:17]([O:21][CH3:22])=[C:18]([NH:19][C:10]([C@@H:8]2[CH2:9][C@H:7]2[C:1]2[CH:2]=[CH:3][CH:4]=[CH:5][CH:6]=2)=[O:12])[CH:20]=1. (4) The reactants are [O:1]1[C:5]2[CH:6]=[CH:7][CH:8]=[CH:9][C:4]=2[C:3]([N:10]2[CH2:15][CH2:14][N:13]([CH2:16][CH:17]([C:21]3[CH:22]=[C:23]4[C:27](=[CH:28][CH:29]=3)[C:26]([CH3:31])([CH3:30])[C:25](=[O:32])[C:24]4([CH3:34])[CH3:33])[O:18][CH2:19][CH3:20])[CH2:12][CH2:11]2)=[N:2]1.[CH3:35][S:36]([OH:39])(=[O:38])=[O:37]. The catalyst is C(OCC)(=O)C. The product is [CH3:35][S:36]([OH:39])(=[O:38])=[O:37].[O:1]1[C:5]2[CH:6]=[CH:7][CH:8]=[CH:9][C:4]=2[C:3]([N:10]2[CH2:15][CH2:14][N:13]([CH2:16][CH:17]([C:21]3[CH:22]=[C:23]4[C:27](=[CH:28][CH:29]=3)[C:26]([CH3:31])([CH3:30])[C:25](=[O:32])[C:24]4([CH3:33])[CH3:34])[O:18][CH2:19][CH3:20])[CH2:12][CH2:11]2)=[N:2]1. The yield is 0.660.